This data is from Reaction yield outcomes from USPTO patents with 853,638 reactions. The task is: Predict the reaction yield, written as a fraction of the theoretical maximum amount of product (1.0 means a 100% yield; for example, 0.34 means a 34% yield). (1) The reactants are O[C@H:2]1[CH2:6][N:5]([C:7]([O:9][C:10]([CH3:13])([CH3:12])[CH3:11])=[O:8])[C@H:4]([C:14]([N:16]2[CH2:21][CH2:20][O:19][CH2:18][CH2:17]2)=[O:15])[CH2:3]1.C1(P(C2C=CC=CC=2)C2C=CC=CC=2)C=CC=CC=1.N(C(OC(C)C)=O)=NC(OC(C)C)=O.C1(P([N:69]=[N+:70]=[N-:71])(C2C=CC=CC=2)=O)C=CC=CC=1. The catalyst is O1CCCC1. The product is [N:69]([C@@H:2]1[CH2:6][N:5]([C:7]([O:9][C:10]([CH3:13])([CH3:12])[CH3:11])=[O:8])[C@H:4]([C:14]([N:16]2[CH2:21][CH2:20][O:19][CH2:18][CH2:17]2)=[O:15])[CH2:3]1)=[N+:70]=[N-:71]. The yield is 0.780. (2) The reactants are [N:1]1[CH:6]=[CH:5][CH:4]=[CH:3][C:2]=1[C:7]1[CH2:11][CH2:10][C:9](=[O:12])[CH:8]=1. The catalyst is CCO.[Pd]. The product is [N:1]1[CH:6]=[CH:5][CH:4]=[CH:3][C:2]=1[CH:7]1[CH2:11][CH2:10][C:9](=[O:12])[CH2:8]1. The yield is 0.940. (3) The reactants are [CH3:1][C:2]([CH:5]=O)([CH3:4])[CH3:3].[CH3:7][O:8][C:9]1[C:10]([CH3:19])=[C:11]([CH:16]=[CH:17][CH:18]=1)[C:12]([NH:14][NH2:15])=[O:13]. The catalyst is CO.C(O)(=O)C. The product is [CH3:4][C:2]([CH3:1])([CH3:3])[CH:5]=[N:15][NH:14][C:12](=[O:13])[C:11]1[CH:16]=[CH:17][CH:18]=[C:9]([O:8][CH3:7])[C:10]=1[CH3:19]. The yield is 0.660.